Task: Predict which catalyst facilitates the given reaction.. Dataset: Catalyst prediction with 721,799 reactions and 888 catalyst types from USPTO (1) Reactant: CCOC(C)=O.[CH3:7][C:8]1[CH:22]=[CH:21][C:20]([N+:23]([O-])=O)=[CH:19][C:9]=1[C:10]([NH:12][C:13]1[CH:14]=[N:15][CH:16]=[N:17][CH:18]=1)=[O:11].[H][H]. Product: [NH2:23][C:20]1[CH:21]=[CH:22][C:8]([CH3:7])=[C:9]([CH:19]=1)[C:10]([NH:12][C:13]1[CH:18]=[N:17][CH:16]=[N:15][CH:14]=1)=[O:11]. The catalyst class is: 19. (2) Reactant: [C:1]([NH:4][CH2:5][CH2:6][C:7]1[CH:12]=[CH:11][CH:10]=[CH:9][C:8]=1[C:13]1[O:17][N:16]=[C:15]([C@@H:18]2[C@:23]([C:25]3[CH:30]=[CH:29][C:28]([CH2:31][O:32][CH2:33][C:34]([F:41])([F:40])[CH2:35][O:36][CH:37]([CH3:39])[CH3:38])=[CH:27][CH:26]=3)([OH:24])[CH2:22][CH2:21][N:20](C(OC(C)(C)C)=O)[CH2:19]2)[C:14]=1[Br:49])(=[O:3])[CH3:2].[ClH:50].O1CCOCC1. Product: [Cl-:50].[C:1]([NH:4][CH2:5][CH2:6][C:7]1[CH:12]=[CH:11][CH:10]=[CH:9][C:8]=1[C:13]1[O:17][N:16]=[C:15]([C@@H:18]2[C@:23]([C:25]3[CH:26]=[CH:27][C:28]([CH2:31][O:32][CH2:33][C:34]([F:41])([F:40])[CH2:35][O:36][CH:37]([CH3:39])[CH3:38])=[CH:29][CH:30]=3)([OH:24])[CH2:22][CH2:21][NH2+:20][CH2:19]2)[C:14]=1[Br:49])(=[O:3])[CH3:2]. The catalyst class is: 2. (3) Reactant: [CH3:1][Si:2]([C:5]#[C:6][C@@H:7]1[NH:11][C@H:10]([C:12]([O:14][CH3:15])=[O:13])[CH2:9][CH2:8]1)([CH3:4])[CH3:3].CN(C1C=CC=CN=1)C.CN1CCOCC1.O.[C:33]([O:37][C:38]([NH:40][C@H:41]([C:46](O)=[O:47])[CH2:42][CH:43]([CH3:45])[CH3:44])=[O:39])([CH3:36])([CH3:35])[CH3:34].Cl.CN(C)CCCN=C=NCC. Product: [C:33]([O:37][C:38]([NH:40][C@H:41]([C:46]([N:11]1[C@@H:7]([C:6]#[C:5][Si:2]([CH3:3])([CH3:4])[CH3:1])[CH2:8][CH2:9][C@H:10]1[C:12]([O:14][CH3:15])=[O:13])=[O:47])[CH2:42][CH:43]([CH3:44])[CH3:45])=[O:39])([CH3:35])([CH3:36])[CH3:34]. The catalyst class is: 4. (4) Reactant: [ClH:1].C([O:9][C:10]1[CH:11]=[C:12]2[C:17](=[CH:18][CH:19]=1)[N:16]=[C:15]([O:20][CH:21]1[CH2:26][C:25]([CH3:28])([CH3:27])[NH:24][C:23]([CH3:30])([CH3:29])[CH2:22]1)[CH:14]=[CH:13]2)C1C=CC=CC=1. Product: [ClH:1].[CH3:27][C:25]1([CH3:28])[CH2:26][CH:21]([O:20][C:15]2[CH:14]=[CH:13][C:12]3[C:17](=[CH:18][CH:19]=[C:10]([OH:9])[CH:11]=3)[N:16]=2)[CH2:22][C:23]([CH3:30])([CH3:29])[NH:24]1. The catalyst class is: 63. (5) Reactant: [Si:1]([O:8][CH2:9][C:10]1[CH:18]=[CH:17][C:13]([C:14](O)=[O:15])=[CH:12][C:11]=1[N+:19]([O-:21])=[O:20])([C:4]([CH3:7])([CH3:6])[CH3:5])([CH3:3])[CH3:2].F[P-](F)(F)(F)(F)F.CN(C)C(F)=[N+](C)C.C(N(CC)CC)C.O.[NH2:45][NH2:46]. Product: [Si:1]([O:8][CH2:9][C:10]1[CH:18]=[CH:17][C:13]([C:14]([NH:45][NH2:46])=[O:15])=[CH:12][C:11]=1[N+:19]([O-:21])=[O:20])([C:4]([CH3:7])([CH3:6])[CH3:5])([CH3:3])[CH3:2]. The catalyst class is: 35. (6) Reactant: [CH3:1][C:2]1([CH3:14])[C:6]([CH3:8])([CH3:7])[O:5][B:4]([C:9]2[CH:10]=[N:11][NH:12][CH:13]=2)[O:3]1.[C:15]([O:19][C:20]([N:22]1[CH2:26][CH2:25][C@H:24](OS(C)(=O)=O)[CH2:23]1)=[O:21])([CH3:18])([CH3:17])[CH3:16].C([O-])([O-])=O.[Cs+].[Cs+]. Product: [C:15]([O:19][C:20]([N:22]1[CH2:26][CH2:25][C@@H:24]([N:12]2[CH:13]=[C:9]([B:4]3[O:5][C:6]([CH3:7])([CH3:8])[C:2]([CH3:14])([CH3:1])[O:3]3)[CH:10]=[N:11]2)[CH2:23]1)=[O:21])([CH3:18])([CH3:16])[CH3:17]. The catalyst class is: 3.